From a dataset of Forward reaction prediction with 1.9M reactions from USPTO patents (1976-2016). Predict the product of the given reaction. (1) Given the reactants [C:1]1([CH:7]2[C:11]3[C:12]([CH3:18])=[CH:13][C:14]([CH3:17])=[C:15]([CH3:16])[C:10]=3[O:9][C:8]2=[O:19])[CH:6]=[CH:5][CH:4]=[CH:3][CH:2]=1, predict the reaction product. The product is: [OH:19][CH2:8][CH:7]([C:11]1[C:12]([CH3:18])=[CH:13][C:14]([CH3:17])=[C:15]([CH3:16])[C:10]=1[OH:9])[C:1]1[CH:2]=[CH:3][CH:4]=[CH:5][CH:6]=1. (2) Given the reactants [CH3:1][C:2]1[C:19]([CH2:20][C:21]2[C:30]3[C:25](=[CH:26][CH:27]=[CH:28][CH:29]=3)[CH:24]=[CH:23][CH:22]=2)=[C:5]2[N:6]=[C:7]([N:13]3[CH2:18][CH2:17][O:16][CH2:15][CH2:14]3)[CH:8]=[C:9]([C:10]([NH2:12])=O)[N:4]2[N:3]=1.S(Cl)(Cl)=O.O, predict the reaction product. The product is: [CH3:1][C:2]1[C:19]([CH2:20][C:21]2[C:30]3[C:25](=[CH:26][CH:27]=[CH:28][CH:29]=3)[CH:24]=[CH:23][CH:22]=2)=[C:5]2[N:6]=[C:7]([N:13]3[CH2:18][CH2:17][O:16][CH2:15][CH2:14]3)[CH:8]=[C:9]([C:10]#[N:12])[N:4]2[N:3]=1. (3) Given the reactants [NH2:1][C:2]1[C:11]2[C:6](=[CH:7][CH:8]=[CH:9][CH:10]=2)[C:5]([O:12][C:13]2[C:22]3[NH:21][C:20](=[O:23])[C:19]([C:24]([F:27])([F:26])[F:25])=[N:18][C:17]=3[N:16]=[CH:15][CH:14]=2)=[CH:4][CH:3]=1.[F:28][C:29]1[CH:34]=[CH:33][C:32]([C:35]([F:38])([F:37])[F:36])=[CH:31][C:30]=1[N:39]=[C:40]=[O:41], predict the reaction product. The product is: [F:28][C:29]1[CH:34]=[CH:33][C:32]([C:35]([F:38])([F:37])[F:36])=[CH:31][C:30]=1[NH:39][C:40]([NH:1][C:2]1[C:11]2[C:6](=[CH:7][CH:8]=[CH:9][CH:10]=2)[C:5]([O:12][C:13]2[C:22]3[NH:21][C:20](=[O:23])[C:19]([C:24]([F:27])([F:26])[F:25])=[N:18][C:17]=3[N:16]=[CH:15][CH:14]=2)=[CH:4][CH:3]=1)=[O:41]. (4) Given the reactants [N:1]([CH2:4][C:5]1[C:6]([N:11]2[CH2:16][CH2:15][O:14][CH2:13][CH2:12]2)=[N:7][CH:8]=[CH:9][CH:10]=1)=[N+]=[N-], predict the reaction product. The product is: [N:11]1([C:6]2[C:5]([CH2:4][NH2:1])=[CH:10][CH:9]=[CH:8][N:7]=2)[CH2:12][CH2:13][O:14][CH2:15][CH2:16]1. (5) Given the reactants [SH:1][C:2]1[CH:7]=[CH:6][N:5]=[CH:4][CH:3]=1.[OH:8][C:9]1[C:14]([Br:15])=[C:13]([OH:16])[CH:12]=[CH:11][C:10]=1[C:17](=[O:22])[CH2:18][CH:19]([CH3:21])[CH3:20], predict the reaction product. The product is: [Br:15][C:14]1[C:9]([OH:8])=[C:10]([C:17](=[O:22])[CH2:18][CH:19]([CH3:20])[CH3:21])[CH:11]=[CH:12][C:13]=1[O:16][CH2:7][CH2:2][CH2:3][CH2:4][S:1][C:2]1[CH:7]=[CH:6][N:5]=[CH:4][CH:3]=1. (6) Given the reactants [NH2:1][C:2]1[N:10]=[CH:9][N:8]=[C:7]2[C:3]=1[N:4]=[C:5]([S:30][C:31]1[C:39]([I:40])=[CH:38][C:34]3[O:35][CH2:36][O:37][C:33]=3[CH:32]=1)[N:6]2[CH2:11][CH2:12][CH2:13][CH2:14][CH2:15][CH2:16][CH2:17][CH2:18][N:19]1C(=O)C2C(=CC=CC=2)C1=O.O.NN, predict the reaction product. The product is: [NH2:19][CH2:18][CH2:17][CH2:16][CH2:15][CH2:14][CH2:13][CH2:12][CH2:11][N:6]1[C:5]([S:30][C:31]2[C:39]([I:40])=[CH:38][C:34]3[O:35][CH2:36][O:37][C:33]=3[CH:32]=2)=[N:4][C:3]2[C:7]1=[N:8][CH:9]=[N:10][C:2]=2[NH2:1]. (7) Given the reactants Br[C:2]1[CH:10]=[CH:9][CH:8]=[C:7]2[C:3]=1[CH2:4][CH:5]([CH3:13])[CH:6]2[O:11][CH3:12].[Li]CCCC.[CH2:19]1[O:21][CH2:20]1.O, predict the reaction product. The product is: [CH3:12][O:11][CH:6]1[C:7]2[C:3](=[C:2]([CH2:19][CH2:20][OH:21])[CH:10]=[CH:9][CH:8]=2)[CH2:4][CH:5]1[CH3:13]. (8) Given the reactants [H-].[Na+].[NH2:3][C@H:4]1[CH2:9][CH2:8][C@H:7]([OH:10])[CH2:6][CH2:5]1.F[C:12]1[CH:13]=[CH:14][C:15]2[N:16]([C:18]([N:21]3[CH2:26][CH2:25][CH2:24][CH2:23][C@@H:22]3[CH3:27])=[N:19][N:20]=2)[CH:17]=1.[CH3:28]N(C=O)C, predict the reaction product. The product is: [CH3:27][C@H:22]1[CH2:23][CH2:24][CH2:25][C@@H:26]([CH3:28])[N:21]1[C:18]1[N:16]2[CH:17]=[C:12]([O:10][CH:7]3[CH2:8][CH2:9][CH:4]([NH2:3])[CH2:5][CH2:6]3)[CH:13]=[CH:14][C:15]2=[N:20][N:19]=1. (9) The product is: [CH3:3][C:4]([S:8]([CH3:11])(=[N:10][CH2:13][C:14]1([CH2:17][O:18][CH:19]2[CH2:24][CH2:23][CH2:22][CH2:21][O:20]2)[CH2:16][CH2:15]1)=[O:9])([CH3:7])[C:5]#[N:6]. Given the reactants [H-].[K+].[CH3:3][C:4]([S:8]([CH3:11])(=[NH:10])=[O:9])([CH3:7])[C:5]#[N:6].I[CH2:13][C:14]1([CH2:17][O:18][CH:19]2[CH2:24][CH2:23][CH2:22][CH2:21][O:20]2)[CH2:16][CH2:15]1.C(=O)([O-])O.[Na+], predict the reaction product.